This data is from Forward reaction prediction with 1.9M reactions from USPTO patents (1976-2016). The task is: Predict the product of the given reaction. (1) The product is: [C:1]([C:3]1[CH:4]=[C:5]([CH:33]=[CH:34][CH:35]=1)[C:6]([NH:8][C:9]1[C:10]([NH:21][C:22](=[O:32])[C:23]2[CH:24]=[CH:25][C:26]([CH:29]([CH3:31])[CH3:30])=[CH:27][CH:28]=2)=[CH:11][C:12]([CH2:15][C:16]([OH:18])=[O:17])=[CH:13][CH:14]=1)=[O:7])#[N:2]. Given the reactants [C:1]([C:3]1[CH:4]=[C:5]([CH:33]=[CH:34][CH:35]=1)[C:6]([NH:8][C:9]1[C:10]([NH:21][C:22](=[O:32])[C:23]2[CH:28]=[CH:27][C:26]([CH:29]([CH3:31])[CH3:30])=[CH:25][CH:24]=2)=[CH:11][C:12]([CH2:15][C:16]([O:18]CC)=[O:17])=[CH:13][CH:14]=1)=[O:7])#[N:2].[Li+].[OH-], predict the reaction product. (2) Given the reactants I[C:2]1[C:10]2[C:5](=[N:6][CH:7]=[C:8]([C:11]3[CH:12]=[C:13]([CH:16]=[CH:17][CH:18]=3)[CH:14]=[O:15])[CH:9]=2)[N:4](S(C2C=CC(C)=CC=2)(=O)=O)[CH:3]=1.[Cl-].OB(O)[C:32]1[CH:37]=[CH:36][NH+:35]=[CH:34][CH:33]=1.C(OCC)(=O)C, predict the reaction product. The product is: [N:35]1[CH:36]=[CH:37][C:32]([C:2]2[C:10]3[C:5](=[N:6][CH:7]=[C:8]([C:11]4[CH:12]=[C:13]([CH:16]=[CH:17][CH:18]=4)[CH:14]=[O:15])[CH:9]=3)[NH:4][CH:3]=2)=[CH:33][CH:34]=1. (3) Given the reactants [Cl:1][C:2]1[CH:7]=[CH:6][C:5]([Cl:8])=[CH:4][C:3]=1[C:9](=O)[C:10]([N:15]1C(=O)C2C(=CC=CC=2)C1=O)=[CH:11][N:12](C)[CH3:13].C[NH:28]N, predict the reaction product. The product is: [Cl:1][C:2]1[CH:7]=[CH:6][C:5]([Cl:8])=[CH:4][C:3]=1[C:9]1[C:10]([NH2:15])=[CH:11][N:12]([CH3:13])[N:28]=1.